This data is from Full USPTO retrosynthesis dataset with 1.9M reactions from patents (1976-2016). The task is: Predict the reactants needed to synthesize the given product. (1) Given the product [F:9][C:5]1[C:6]([CH3:8])=[N:7][C:2]([N:17]2[CH2:22][CH2:21][CH:20]([CH:23]3[CH2:25][CH:24]3[CH2:26][CH2:27][OH:28])[CH2:19][CH2:18]2)=[N:3][CH:4]=1, predict the reactants needed to synthesize it. The reactants are: Cl[C:2]1[N:7]=[C:6]([CH3:8])[C:5]([F:9])=[CH:4][N:3]=1.C(OC([N:17]1[CH2:22][CH2:21][CH:20]([C@@H:23]2[CH2:25][C@@H:24]2[CH2:26][CH2:27][OH:28])[CH2:19][CH2:18]1)=O)(C)(C)C. (2) Given the product [F:1][C:2]1[CH:3]=[CH:4][C:5]([N:8]2[C:13]3[CH:14]=[CH:15][C:16]([NH:18][S:19]([CH3:22])(=[O:20])=[O:21])=[CH:17][C:12]=3[O:11][C:10]([CH3:27])([CH3:28])[C:9]2=[O:29])=[CH:6][CH:7]=1, predict the reactants needed to synthesize it. The reactants are: [F:1][C:2]1[CH:7]=[CH:6][C:5]([N:8]2[C:13]3[CH:14]=[CH:15][C:16]([N:18](S(C)(=O)=O)[S:19]([CH3:22])(=[O:21])=[O:20])=[CH:17][C:12]=3[O:11][C:10]([CH3:28])([CH3:27])[C:9]2=[O:29])=[CH:4][CH:3]=1.[OH-].[Na+].CC1(C)C(=O)NC2C=CC(N(S(C)(=O)=O)S(C)(=O)=O)=CC=2O1.Cl.C(O)C.O. (3) Given the product [Cl:12][C:13]1[CH:18]=[CH:17][C:16]([CH2:19][C:9](=[O:11])[CH2:8][C:6]#[N:7])=[CH:15][CH:14]=1, predict the reactants needed to synthesize it. The reactants are: C([Mg]Cl)(C)C.[C:6]([CH2:8][C:9]([OH:11])=O)#[N:7].[Cl:12][C:13]1[CH:18]=[CH:17][C:16]([CH2:19]C(O)=O)=[CH:15][CH:14]=1.C1N=CN(C(N2C=NC=C2)=O)C=1.